This data is from Catalyst prediction with 721,799 reactions and 888 catalyst types from USPTO. The task is: Predict which catalyst facilitates the given reaction. (1) Reactant: [C:1]([O:5][C:6]([NH:8][CH2:9][C:10]1[CH:11]=[C:12]([C:18]2[CH:19]=[C:20]([CH:25]=[CH:26][CH:27]=2)[C:21](OC)=[O:22])[CH:13]=[CH:14][C:15]=1[O:16][CH3:17])=[O:7])([CH3:4])([CH3:3])[CH3:2].[BH4-].[Li+].Cl. Product: [OH:22][CH2:21][C:20]1[CH:19]=[C:18]([C:12]2[CH:13]=[CH:14][C:15]([O:16][CH3:17])=[C:10]([CH:11]=2)[CH2:9][NH:8][C:6](=[O:7])[O:5][C:1]([CH3:4])([CH3:3])[CH3:2])[CH:27]=[CH:26][CH:25]=1. The catalyst class is: 7. (2) Reactant: [Cl:1][C:2]1[C:10]2[N:9]=[C:8]([C:11]([N:13]([CH2:31][CH:32]([CH3:34])[CH3:33])[C@@H:14]3[CH2:19][N:18]([C:20]([O:22][C:23]([CH3:26])([CH3:25])[CH3:24])=[O:21])[CH2:17][C@H:16]([C:27]([O:29][CH3:30])=[O:28])[CH2:15]3)=[O:12])[NH:7][C:6]=2[CH:5]=[CH:4][CH:3]=1.CS(O[CH2:40][CH2:41][CH2:42][CH2:43][O:44][CH3:45])(=O)=O.C(=O)([O-])[O-].[Cs+].[Cs+]. Product: [Cl:1][C:2]1[C:10]2[N:9]([CH2:40][CH2:41][CH2:42][CH2:43][O:44][CH3:45])[C:8]([C:11]([N:13]([CH2:31][CH:32]([CH3:34])[CH3:33])[C@@H:14]3[CH2:19][N:18]([C:20]([O:22][C:23]([CH3:26])([CH3:25])[CH3:24])=[O:21])[CH2:17][C@H:16]([C:27]([O:29][CH3:30])=[O:28])[CH2:15]3)=[O:12])=[N:7][C:6]=2[CH:5]=[CH:4][CH:3]=1. The catalyst class is: 44. (3) Reactant: [NH2:1][C:2]1[CH:3]=[C:4]([C:18]([OH:20])=[O:19])[CH:5]=[C:6]([C:8]2[CH:13]=[CH:12][C:11]([C:14]([F:17])([F:16])[F:15])=[CH:10][CH:9]=2)[CH:7]=1.[CH3:21][O:22][C:23]1[N:28]=[C:27]([O:29][CH3:30])[C:26]([C:31]2[CH:40]=[C:39]3[C:34]([C:35](Cl)=[C:36]([C:41]([NH2:43])=[O:42])[CH:37]=[N:38]3)=[CH:33][CH:32]=2)=[CH:25][N:24]=1. Product: [NH2:43][C:41]([C:36]1[CH:37]=[N:38][C:39]2[C:34]([C:35]=1[NH:1][C:2]1[CH:3]=[C:4]([C:18]([OH:20])=[O:19])[CH:5]=[C:6]([C:8]3[CH:13]=[CH:12][C:11]([C:14]([F:15])([F:16])[F:17])=[CH:10][CH:9]=3)[CH:7]=1)=[CH:33][CH:32]=[C:31]([C:26]1[C:27]([O:29][CH3:30])=[N:28][C:23]([O:22][CH3:21])=[N:24][CH:25]=1)[CH:40]=2)=[O:42]. The catalyst class is: 15. (4) Reactant: [Br:1][C:2]1[CH:9]=[CH:8][C:5]([CH:6]=O)=[C:4]([O:10][CH2:11][C:12]#[C:13][C:14]2[C:18]([C:19]([F:22])([F:21])[F:20])=[C:17]([C:23]3[CH:28]=[CH:27][CH:26]=[CH:25][CH:24]=3)[O:16][N:15]=2)[CH:3]=1.Cl.[NH2:30][OH:31].C([O-])(=O)C.[Na+]. Product: [Br:1][C:2]1[CH:9]=[CH:8][C:5](/[CH:6]=[N:30]/[OH:31])=[C:4]([O:10][CH2:11][C:12]#[C:13][C:14]2[C:18]([C:19]([F:21])([F:20])[F:22])=[C:17]([C:23]3[CH:24]=[CH:25][CH:26]=[CH:27][CH:28]=3)[O:16][N:15]=2)[CH:3]=1. The catalyst class is: 5. (5) Reactant: [CH3:1][C:2]1[C:7]([S:8]([CH3:11])(=[O:10])=[O:9])=[CH:6][CH:5]=[CH:4][C:3]=1[CH:12]1[CH2:17][CH2:16][NH:15][CH2:14][CH2:13]1.C(=O)([O-])[O-].[K+].[K+].I[CH2:25][CH3:26]. Product: [CH3:1][C:2]1[C:7]([S:8]([CH3:11])(=[O:10])=[O:9])=[CH:6][CH:5]=[CH:4][C:3]=1[CH:12]1[CH2:17][CH2:16][N:15]([CH2:25][CH3:26])[CH2:14][CH2:13]1. The catalyst class is: 10. (6) Reactant: Cl.[N:2]1[CH:7]=[CH:6][C:5]([C:8]2[CH:16]=[CH:15][C:11]([C:12]([OH:14])=O)=[CH:10][CH:9]=2)=[CH:4][CH:3]=1.[C:17]([O:21][C:22](=[O:35])[NH:23][CH2:24][CH2:25][NH:26][CH2:27][C:28]1[CH:33]=[CH:32][C:31]([Cl:34])=[CH:30][CH:29]=1)([CH3:20])([CH3:19])[CH3:18].C1C=CC2N(O)N=NC=2C=1.CCN=C=NCCCN(C)C.C(N(CC)CC)C. Product: [C:17]([O:21][C:22](=[O:35])[NH:23][CH2:24][CH2:25][N:26]([CH2:27][C:28]1[CH:33]=[CH:32][C:31]([Cl:34])=[CH:30][CH:29]=1)[C:12](=[O:14])[C:11]1[CH:10]=[CH:9][C:8]([C:5]2[CH:4]=[CH:3][N:2]=[CH:7][CH:6]=2)=[CH:16][CH:15]=1)([CH3:20])([CH3:18])[CH3:19]. The catalyst class is: 3.